From a dataset of Full USPTO retrosynthesis dataset with 1.9M reactions from patents (1976-2016). Predict the reactants needed to synthesize the given product. (1) Given the product [NH2:1][C:2]1[N:7]=[CH:6][C:5]([CH2:8][CH:9]([CH2:13][C:14]([N:16]([CH2:25][C:26]2[CH:27]=[CH:28][CH:29]=[CH:30][CH:31]=2)[OH:17])=[O:15])[C:10]([OH:12])=[O:11])=[CH:4][CH:3]=1, predict the reactants needed to synthesize it. The reactants are: [NH2:1][C:2]1[N:7]=[CH:6][C:5]([CH2:8][CH:9]([CH2:13][C:14]([N:16]([CH2:25][C:26]2[CH:31]=[CH:30][CH:29]=[CH:28][CH:27]=2)[O:17]CC2C=CC=CC=2)=[O:15])[C:10]([OH:12])=[O:11])=[CH:4][CH:3]=1. (2) Given the product [Cl:3][C:4]1[CH:5]=[C:6]([CH:10]([OH:31])[CH:11]([CH2:17][C:18]2[CH:23]=[CH:22][CH:21]=[C:20]([O:24][C:25]([F:30])([F:29])[CH:26]([F:28])[F:27])[CH:19]=2)[C:12]([O:14][CH2:15][CH3:16])=[O:13])[CH:7]=[CH:8][CH:9]=1, predict the reactants needed to synthesize it. The reactants are: [BH4-].[Na+].[Cl:3][C:4]1[CH:5]=[C:6]([C:10](=[O:31])[CH:11]([CH2:17][C:18]2[CH:23]=[CH:22][CH:21]=[C:20]([O:24][C:25]([F:30])([F:29])[CH:26]([F:28])[F:27])[CH:19]=2)[C:12]([O:14][CH2:15][CH3:16])=[O:13])[CH:7]=[CH:8][CH:9]=1.Cl.O. (3) The reactants are: F[C:2]1[CH:11]=[CH:10][C:5]([C:6]([O:8][CH3:9])=[O:7])=[CH:4][C:3]=1[N+:12]([O-:14])=[O:13].C(N(C(C)C)C(C)C)C.[NH2:24][CH2:25][C@H:26]1[CH2:30][CH2:29][CH2:28][N:27]1[C:31]([O:33][C:34]([CH3:37])([CH3:36])[CH3:35])=[O:32]. Given the product [CH3:9][O:8][C:6]([C:5]1[CH:10]=[CH:11][C:2]([NH:24][CH2:25][C@H:26]2[CH2:30][CH2:29][CH2:28][N:27]2[C:31]([O:33][C:34]([CH3:37])([CH3:36])[CH3:35])=[O:32])=[C:3]([N+:12]([O-:14])=[O:13])[CH:4]=1)=[O:7], predict the reactants needed to synthesize it. (4) Given the product [CH2:6]([O:5][C:3](=[O:4])[CH2:2][S:23][CH:21]([CH3:22])[CH3:20])[C:7]1[CH:12]=[CH:11][CH:10]=[CH:9][CH:8]=1, predict the reactants needed to synthesize it. The reactants are: Br[CH2:2][C:3]([O:5][CH2:6][C:7]1[CH:12]=[CH:11][CH:10]=[CH:9][CH:8]=1)=[O:4].C(N(CC)CC)C.[CH3:20][CH:21]([SH:23])[CH3:22]. (5) Given the product [CH2:74]([O:73][P:72]([CH2:82][O:83][C:26]1[CH:21]=[CH:22][C:23]([CH2:27][CH:28]2[CH:34]([OH:35])[CH2:33][N:32]([CH2:36][C:37]3[CH:42]=[CH:41][CH:40]=[CH:39][CH:38]=3)[N:31]([CH2:43][C:44]3[CH:49]=[CH:48][C:47]([OH:50])=[C:46]([O:51][CH3:52])[CH:45]=3)[C:30](=[O:53])[N:29]2[CH2:54][C:55]2[CH:60]=[CH:59][C:58]([OH:61])=[C:57]([O:62][CH3:63])[CH:56]=2)=[CH:24][CH:25]=1)(=[O:81])[O:71][CH2:64][C:65]1[CH:70]=[CH:69][CH:68]=[CH:67][CH:66]=1)[C:75]1[CH:80]=[CH:79][CH:78]=[CH:77][CH:76]=1, predict the reactants needed to synthesize it. The reactants are: C(OP(CO[C:21]1[CH:26]=[CH:25][CH:24]=[C:23]([CH2:27][CH:28]2[CH:34]([OH:35])[CH2:33][N:32]([CH2:36][C:37]3[CH:42]=[CH:41][CH:40]=[CH:39][CH:38]=3)[N:31]([CH2:43][C:44]3[CH:49]=[CH:48][C:47]([OH:50])=[C:46]([O:51][CH3:52])[CH:45]=3)[C:30](=[O:53])[N:29]2[CH2:54][C:55]2[CH:60]=[CH:59][C:58]([OH:61])=[C:57]([O:62][CH3:63])[CH:56]=2)[CH:22]=1)(=O)OCC1C=CC=CC=1)C1C=CC=CC=1.[CH2:64]([O:71][P:72]([CH2:82][O:83]C1C=CC=CC=1CC1C(O)CN(CC2C=CC=CC=2)N(CC2C=CC(O)=C(OC)C=2)C(=O)N1CC1C=CC(O)=C(OC)C=1)(=[O:81])[O:73][CH2:74][C:75]1[CH:80]=[CH:79][CH:78]=[CH:77][CH:76]=1)[C:65]1[CH:70]=[CH:69][CH:68]=[CH:67][CH:66]=1. (6) The reactants are: [NH2:1][C@@H:2]([CH2:7][CH2:8][S:9][C:10]1[CH:15]=[CH:14][CH:13]=[CH:12][N:11]=1)[C:3]([O:5][CH3:6])=[O:4].[F:16][C:17]([F:28])([F:27])[C:18]([C:20]1[CH:25]=[CH:24][C:23]([F:26])=[CH:22][CH:21]=1)=O.CCN(C(C)C)C(C)C.C([BH3-])#N.[Na+].[O-]S([O-])(=O)=O.[Mg+2]. Given the product [CH3:6][O:5][C:3](=[O:4])[C@@H:2]([NH:1][CH:18]([C:20]1[CH:25]=[CH:24][C:23]([F:26])=[CH:22][CH:21]=1)[C:17]([F:16])([F:28])[F:27])[CH2:7][CH2:8][S:9][C:10]1[CH:15]=[CH:14][CH:13]=[CH:12][N:11]=1, predict the reactants needed to synthesize it. (7) Given the product [OH:1][C:2]1[CH:10]=[CH:9][CH:8]=[C:7]([CH3:11])[C:3]=1[C:4](=[O:6])[CH3:14], predict the reactants needed to synthesize it. The reactants are: [OH:1][C:2]1[CH:10]=[CH:9][CH:8]=[C:7]([CH3:11])[C:3]=1[C:4]([OH:6])=O.C[Li].[CH3:14]COCC.